Task: Predict the product of the given reaction.. Dataset: Forward reaction prediction with 1.9M reactions from USPTO patents (1976-2016) (1) Given the reactants [CH3:1][C:2]1[CH:10]=[CH:9][CH:8]=[C:4]([C:5]([OH:7])=[O:6])[C:3]=1[OH:11].C1N2CN3CN(C2)CN1C3.FC(F)(F)[C:24](O)=[O:25], predict the reaction product. The product is: [CH3:1][C:2]1[CH:10]=[C:9]([CH:8]=[C:4]([C:5]([OH:7])=[O:6])[C:3]=1[OH:11])[CH:24]=[O:25]. (2) Given the reactants [Br:1][C:2]1[N:7]=[CH:6][C:5]([OH:8])=[CH:4][CH:3]=1.C(=O)([O-])[O-].[K+].[K+].Br[CH2:16][CH:17]1[CH2:19][CH2:18]1, predict the reaction product. The product is: [Br:1][C:2]1[CH:3]=[CH:4][C:5]([O:8][CH2:16][CH:17]2[CH2:19][CH2:18]2)=[CH:6][N:7]=1. (3) Given the reactants [Si]([O:8][CH:9]1[CH2:14][CH2:13][C:12]([CH3:19])([C:15]([O:17][CH3:18])=[O:16])[CH2:11][CH2:10]1)(C(C)(C)C)(C)C.CCCC[N+](CCCC)(CCCC)CCCC.[F-], predict the reaction product. The product is: [OH:8][CH:9]1[CH2:10][CH2:11][C:12]([CH3:19])([C:15]([O:17][CH3:18])=[O:16])[CH2:13][CH2:14]1. (4) Given the reactants [N+:1]([O-:4])(O)=[O:2].[CH3:5][C:6]1[S:10][C:9]([C:11]([OH:13])=[O:12])=[CH:8][CH:7]=1, predict the reaction product. The product is: [CH3:5][C:6]1[S:10][C:9]([C:11]([OH:13])=[O:12])=[CH:8][C:7]=1[N+:1]([O-:4])=[O:2]. (5) Given the reactants [NH2:1][C:2]1[C:3]2[C:10]([C:11]3[CH:20]=[C:19]4[C:14]([CH2:15][CH2:16][CH:17]([C:21]5[CH:26]=[CH:25][CH:24]=[CH:23][CH:22]=5)[O:18]4)=[CH:13][CH:12]=3)=[CH:9][N:8]([CH:27]3[CH2:30][C:29](=[O:31])[CH2:28]3)[C:4]=2[N:5]=[CH:6][N:7]=1.CCC(C)[BH-](C(C)CC)C(C)CC.[Li+], predict the reaction product. The product is: [NH2:1][C:2]1[C:3]2[C:10]([C:11]3[CH:20]=[C:19]4[C:14]([CH2:15][CH2:16][CH:17]([C:21]5[CH:26]=[CH:25][CH:24]=[CH:23][CH:22]=5)[O:18]4)=[CH:13][CH:12]=3)=[CH:9][N:8]([C@@H:27]3[CH2:30][C@H:29]([OH:31])[CH2:28]3)[C:4]=2[N:5]=[CH:6][N:7]=1. (6) Given the reactants [F:1][C:2]1[CH:11]=[C:10]2[C:5]([N:6]=[CH:7][C:8](=[O:32])[N:9]2[CH2:12][CH2:13][N:14]2[CH2:19][CH2:18][CH:17]([NH:20][CH2:21][C:22]3[CH:26]=[C:25]([C:27]4[S:28][CH:29]=[CH:30][CH:31]=4)[O:24][N:23]=3)[CH2:16][CH2:15]2)=[CH:4][CH:3]=1.[ClH:33].C(OCC)(=O)C, predict the reaction product. The product is: [ClH:33].[F:1][C:2]1[CH:11]=[C:10]2[C:5]([N:6]=[CH:7][C:8](=[O:32])[N:9]2[CH2:12][CH2:13][N:14]2[CH2:15][CH2:16][CH:17]([NH:20][CH2:21][C:22]3[CH:26]=[C:25]([C:27]4[S:28][CH:29]=[CH:30][CH:31]=4)[O:24][N:23]=3)[CH2:18][CH2:19]2)=[CH:4][CH:3]=1.